Dataset: Forward reaction prediction with 1.9M reactions from USPTO patents (1976-2016). Task: Predict the product of the given reaction. (1) Given the reactants Cl[C:2]1[N:28]=[C:27]([C:29]([F:32])([F:31])[F:30])[CH:26]=[CH:25][C:3]=1[C:4]([NH:6][CH2:7][C:8]1([CH2:21][CH:22]2[CH2:24][CH2:23]2)[CH2:13][CH2:12][CH:11]([S:14]([CH2:17][CH:18]2[CH2:20][CH2:19]2)(=[O:16])=[O:15])[CH2:10][CH2:9]1)=[O:5].[CH:33]1(B(O)O)[CH2:35][CH2:34]1.C1(P(C2CCCCC2)C2CCCCC2)CCCCC1.P([O-])([O-])([O-])=O.[K+].[K+].[K+], predict the reaction product. The product is: [CH:33]1([C:2]2[N:28]=[C:27]([C:29]([F:32])([F:31])[F:30])[CH:26]=[CH:25][C:3]=2[C:4]([NH:6][CH2:7][C:8]2([CH2:21][CH:22]3[CH2:24][CH2:23]3)[CH2:13][CH2:12][CH:11]([S:14]([CH2:17][CH:18]3[CH2:20][CH2:19]3)(=[O:16])=[O:15])[CH2:10][CH2:9]2)=[O:5])[CH2:35][CH2:34]1. (2) Given the reactants Br[CH2:2][C:3]1[N:4]=[CH:5][C:6]([NH:9][C:10](=[O:29])[C@@H:11]([C:18]2[CH:23]=[CH:22][C:21]([S:24]([CH3:27])(=[O:26])=[O:25])=[C:20]([Cl:28])[CH:19]=2)[CH2:12][CH:13]2[CH2:17][CH2:16][CH2:15][CH2:14]2)=[N:7][CH:8]=1.[CH3:30][S-:31].[Na+], predict the reaction product. The product is: [Cl:28][C:20]1[CH:19]=[C:18]([CH:11]([CH2:12][CH:13]2[CH2:14][CH2:15][CH2:16][CH2:17]2)[C:10]([NH:9][C:6]2[CH:5]=[N:4][C:3]([CH2:2][S:31][CH3:30])=[CH:8][N:7]=2)=[O:29])[CH:23]=[CH:22][C:21]=1[S:24]([CH3:27])(=[O:26])=[O:25]. (3) The product is: [CH:24]1([C:23]2([CH:1]3[C:9]4[C:4](=[CH:5][CH:6]=[CH:7][CH:8]=4)[CH:3]=[CH:2]3)[CH2:29][CH2:30][CH2:20][CH2:21][CH2:22]2)[CH:25]=[CH:26][CH:27]=[CH:28]1. Given the reactants [CH2:1]1[C:9]2[C:4](=[CH:5][CH:6]=[CH:7][CH:8]=2)[CH:3]=[CH:2]1.O1CCCC1.C([Li])CCC.[CH2:20]1[CH2:30][CH2:29][C:23](=[C:24]2[CH:28]=[CH:27][CH:26]=[CH:25]2)[CH2:22][CH2:21]1, predict the reaction product. (4) Given the reactants C([O-])([O-])=O.[K+].[K+].[CH2:7]([O:9][C:10]([C:12]1[C:13]([OH:27])=[N:14][C:15]2[C:20]([C:21]=1[CH3:22])=[CH:19][CH:18]=[C:17]([C:23]([F:26])([F:25])[F:24])[CH:16]=2)=[O:11])[CH3:8].I[CH2:29][CH3:30].CCOC(C)=O.CCCCCC, predict the reaction product. The product is: [CH2:7]([O:9][C:10]([C:12]1[C:13]([O:27][CH2:29][CH3:30])=[N:14][C:15]2[C:20]([C:21]=1[CH3:22])=[CH:19][CH:18]=[C:17]([C:23]([F:24])([F:25])[F:26])[CH:16]=2)=[O:11])[CH3:8].